Dataset: Forward reaction prediction with 1.9M reactions from USPTO patents (1976-2016). Task: Predict the product of the given reaction. (1) Given the reactants Br[C:2]1[C:3](=[O:34])[N:4]([CH2:26][CH2:27][C:28]2[CH:33]=[CH:32][CH:31]=[CH:30][CH:29]=2)[C:5]([C:12]2[CH:17]=[CH:16][CH:15]=[CH:14][C:13]=2[O:18][CH2:19][C:20]2[CH:25]=[CH:24][CH:23]=[CH:22][CH:21]=2)=[N:6][C:7]=1[CH2:8][CH2:9][O:10][CH3:11].[CH3:35][C:36]([CH3:41])=[CH:37]B(O)O.C(=O)([O-])[O-].[Na+].[Na+], predict the reaction product. The product is: [CH3:11][O:10][CH2:9][CH2:8][C:7]1[N:6]=[C:5]([C:12]2[CH:17]=[CH:16][CH:15]=[CH:14][C:13]=2[O:18][CH2:19][C:20]2[CH:25]=[CH:24][CH:23]=[CH:22][CH:21]=2)[N:4]([CH2:26][CH2:27][C:28]2[CH:29]=[CH:30][CH:31]=[CH:32][CH:33]=2)[C:3](=[O:34])[C:2]=1[CH:35]=[C:36]([CH3:41])[CH3:37]. (2) Given the reactants [CH3:1][O:2][C:3]1[CH:8]=[CH:7][CH:6]=[CH:5][C:4]=1[C:9](=O)[CH2:10][C:11]#[N:12].[NH2:14][NH2:15], predict the reaction product. The product is: [CH3:1][O:2][C:3]1[CH:8]=[CH:7][CH:6]=[CH:5][C:4]=1[C:9]1[CH:10]=[C:11]([NH2:12])[NH:14][N:15]=1. (3) Given the reactants C([Li])CCC.Br[C:7]1[CH:12]=[C:11]([O:13][C:14]([F:17])([F:16])[F:15])[CH:10]=[CH:9][C:8]=1[F:18].[N:19]1[CH:24]=[CH:23][C:22]([CH:25]=[O:26])=[CH:21][CH:20]=1.O, predict the reaction product. The product is: [F:18][C:8]1[CH:9]=[CH:10][C:11]([O:13][C:14]([F:17])([F:16])[F:15])=[CH:12][C:7]=1[CH:25]([C:22]1[CH:23]=[CH:24][N:19]=[CH:20][CH:21]=1)[OH:26].